Dataset: Acute oral toxicity (LD50) regression data from Zhu et al.. Task: Regression/Classification. Given a drug SMILES string, predict its toxicity properties. Task type varies by dataset: regression for continuous values (e.g., LD50, hERG inhibition percentage) or binary classification for toxic/non-toxic outcomes (e.g., AMES mutagenicity, cardiotoxicity, hepatotoxicity). Dataset: ld50_zhu. The drug is CCCOP(=O)(OCCC)Oc1ccc(SC)cc1. The rat oral LD50 is 3.70, given as -log10 of the dose in mol/kg body weight (higher means more acutely toxic).